Dataset: Full USPTO retrosynthesis dataset with 1.9M reactions from patents (1976-2016). Task: Predict the reactants needed to synthesize the given product. (1) Given the product [Cl:1][C:2]1[CH:14]=[C:13]([Cl:15])[C:12]([S:16][C:17]2[N:21]([CH3:22])[N:20]=[C:19]([CH3:23])[C:18]=2[C:24]#[N:25])=[CH:11][C:3]=1[O:4][C@H:5]([CH3:10])[C:6]([OH:8])=[O:7], predict the reactants needed to synthesize it. The reactants are: [Cl:1][C:2]1[CH:14]=[C:13]([Cl:15])[C:12]([S:16][C:17]2[N:21]([CH3:22])[N:20]=[C:19]([CH3:23])[C:18]=2/[CH:24]=[N:25]/O)=[CH:11][C:3]=1[O:4][C@H:5]([CH3:10])[C:6]([O:8]C)=[O:7].C(N(CC)CC)C.O. (2) Given the product [C:7]([C:9]1[CH:10]=[CH:11][C:12]([NH:20][C:21]2[CH:26]=[CH:25][C:24]([C:27]([F:29])([F:30])[F:28])=[CH:23][C:22]=2[NH:31][C:32]2[CH:41]=[CH:40][CH:39]=[CH:38][C:33]=2[C:34]([O:36][CH3:37])=[O:35])=[C:13]([CH:18]=1)[C:14]([O:16][CH3:17])=[O:15])#[N:8], predict the reactants needed to synthesize it. The reactants are: C([O-])([O-])=O.[Cs+].[Cs+].[C:7]([C:9]1[CH:10]=[CH:11][C:12](I)=[C:13]([CH:18]=1)[C:14]([O:16][CH3:17])=[O:15])#[N:8].[NH2:20][C:21]1[CH:26]=[CH:25][C:24]([C:27]([F:30])([F:29])[F:28])=[CH:23][C:22]=1[NH:31][C:32]1[CH:41]=[CH:40][CH:39]=[CH:38][C:33]=1[C:34]([O:36][CH3:37])=[O:35]. (3) Given the product [CH:1]1([N:7]2[C:11]([CH2:12][OH:13])=[CH:10][C:9]([CH3:17])=[N:8]2)[CH2:2][CH2:3][CH2:4][CH2:5][CH2:6]1, predict the reactants needed to synthesize it. The reactants are: [CH:1]1([N:7]2[C:11]([C:12](OCC)=[O:13])=[CH:10][C:9]([CH3:17])=[N:8]2)[CH2:6][CH2:5][CH2:4][CH2:3][CH2:2]1.[BH4-].[Li+].